From a dataset of Catalyst prediction with 721,799 reactions and 888 catalyst types from USPTO. Predict which catalyst facilitates the given reaction. The catalyst class is: 1. Product: [NH2:21][C:20]1[C:15]2[C:14]([C:22]3[CH:31]=[C:30]4[C:25]([CH:26]=[CH:27][C:28]([C:32]5[CH:37]=[CH:36][CH:35]=[CH:34][CH:33]=5)=[N:29]4)=[CH:24][CH:23]=3)=[CH:13][N:12]([C@@H:9]3[CH2:8][CH2:7][C@H:6]([CH2:4][OH:3])[CH2:11][CH2:10]3)[C:16]=2[N:17]=[CH:18][N:19]=1. Reactant: C([O:3][C:4]([C@H:6]1[CH2:11][CH2:10][C@@H:9]([N:12]2[C:16]3[N:17]=[CH:18][N:19]=[C:20]([NH2:21])[C:15]=3[C:14]([C:22]3[CH:31]=[C:30]4[C:25]([CH:26]=[CH:27][C:28]([C:32]5[CH:37]=[CH:36][CH:35]=[CH:34][CH:33]=5)=[N:29]4)=[CH:24][CH:23]=3)=[CH:13]2)[CH2:8][CH2:7]1)=O)C.[H-].[H-].[H-].[H-].[Li+].[Al+3].C([O-])(=O)C(C(C([O-])=O)O)O.[Na+].[K+].